From a dataset of Forward reaction prediction with 1.9M reactions from USPTO patents (1976-2016). Predict the product of the given reaction. (1) Given the reactants [N:1]1([C:6]2[CH:32]=[CH:31][C:9]([O:10][CH2:11][C:12]3[CH:17]=[CH:16][C:15]([CH:18]4[CH2:23][CH2:22][N:21]([C:24](OC(C)(C)C)=O)[CH2:20][CH2:19]4)=[CH:14][N:13]=3)=[CH:8][CH:7]=2)[CH:5]=[N:4][N:3]=[N:2]1.[CH2:33]([C:38]1[CH:39]=[N:40]C(Br)=[N:42][CH:43]=1)[CH2:34][CH2:35][CH2:36][CH3:37], predict the reaction product. The product is: [CH2:33]([C:38]1[CH:39]=[N:40][C:24]([N:21]2[CH2:22][CH2:23][CH:18]([C:15]3[CH:16]=[CH:17][C:12]([CH2:11][O:10][C:9]4[CH:8]=[CH:7][C:6]([N:1]5[CH:5]=[N:4][N:3]=[N:2]5)=[CH:32][CH:31]=4)=[N:13][CH:14]=3)[CH2:19][CH2:20]2)=[N:42][CH:43]=1)[CH2:34][CH2:35][CH2:36][CH3:37]. (2) Given the reactants [CH2:1]([O:11][C:12]1[C:16]([O:17][CH2:18][CH2:19][CH2:20][CH2:21][CH2:22][CH2:23][CH2:24][CH2:25][CH2:26][CH3:27])=[C:15]([C:28]([O:30]CC)=[O:29])[NH:14][C:13]=1[C:33]([O:35]CC)=[O:34])[CH2:2][CH2:3][CH2:4][CH2:5][CH2:6][CH2:7][CH2:8][CH2:9][CH3:10].[OH-].[Na+], predict the reaction product. The product is: [CH2:1]([O:11][C:12]1[C:16]([O:17][CH2:18][CH2:19][CH2:20][CH2:21][CH2:22][CH2:23][CH2:24][CH2:25][CH2:26][CH3:27])=[C:15]([C:28]([OH:30])=[O:29])[NH:14][C:13]=1[C:33]([OH:35])=[O:34])[CH2:2][CH2:3][CH2:4][CH2:5][CH2:6][CH2:7][CH2:8][CH2:9][CH3:10].